The task is: Regression. Given a peptide amino acid sequence and an MHC pseudo amino acid sequence, predict their binding affinity value. This is MHC class I binding data.. This data is from Peptide-MHC class I binding affinity with 185,985 pairs from IEDB/IMGT. The peptide sequence is NLVKLSSYHV. The MHC is HLA-A02:01 with pseudo-sequence HLA-A02:01. The binding affinity (normalized) is 0.329.